Dataset: Reaction yield outcomes from USPTO patents with 853,638 reactions. Task: Predict the reaction yield, written as a fraction of the theoretical maximum amount of product (1.0 means a 100% yield; for example, 0.34 means a 34% yield). (1) The reactants are [C:1]([O:9][C@:10]1([CH3:35])[C@H:15]([O:16][C:17](=[O:24])[C:18]2[CH:23]=[CH:22][CH:21]=[CH:20][CH:19]=2)[C@@H:14]([CH2:25][O:26][C:27](=[O:34])[C:28]2[CH:33]=[CH:32][CH:31]=[CH:30][CH:29]=2)[O:13][C@H:11]1[OH:12])(=[O:8])[C:2]1[CH:7]=[CH:6][CH:5]=[CH:4][CH:3]=1.COC([O:42][CH3:43])N(C)C.CO. The catalyst is CN(C)C=O.ClCCl. The product is [C:43]([O:12][C@@H:11]1[O:13][C@H:14]([CH2:25][O:26][C:27](=[O:34])[C:28]2[CH:29]=[CH:30][CH:31]=[CH:32][CH:33]=2)[C@@H:15]([O:16][C:17](=[O:24])[C:18]2[CH:23]=[CH:22][CH:21]=[CH:20][CH:19]=2)[C@@:10]1([CH3:35])[O:9][C:1](=[O:8])[C:2]1[CH:7]=[CH:6][CH:5]=[CH:4][CH:3]=1)(=[O:42])[C:2]1[CH:7]=[CH:6][CH:5]=[CH:4][CH:3]=1. The yield is 0.640. (2) The reactants are [N:1]1[CH:6]=[CH:5][CH:4]=[CH:3][C:2]=1[C:7]1[C:8]([C:15]2[C:24]3[C:19](=[CH:20][C:21]([O:25][CH2:26][CH2:27][OH:28])=[CH:22][CH:23]=3)[N:18]=[CH:17][CH:16]=2)=[C:9]2[CH2:14][CH2:13][CH2:12][N:10]2[N:11]=1.[CH3:29][S:30](Cl)(=[O:32])=[O:31]. The catalyst is N1C=CC=CC=1. The product is [N:1]1[CH:6]=[CH:5][CH:4]=[CH:3][C:2]=1[C:7]1[C:8]([C:15]2[C:24]3[C:19](=[CH:20][C:21]([O:25][CH2:26][CH2:27][O:28][S:30]([CH3:29])(=[O:32])=[O:31])=[CH:22][CH:23]=3)[N:18]=[CH:17][CH:16]=2)=[C:9]2[CH2:14][CH2:13][CH2:12][N:10]2[N:11]=1. The yield is 1.00.